This data is from Forward reaction prediction with 1.9M reactions from USPTO patents (1976-2016). The task is: Predict the product of the given reaction. (1) Given the reactants Br[C:2]1[C:7]([NH:8][C:9](=[O:11])[CH3:10])=[N:6][CH:5]=[C:4]([C:12]2[CH:17]=[CH:16][CH:15]=[C:14]([NH:18][C:19](=[O:21])[CH3:20])[CH:13]=2)[N:3]=1.[CH3:22][O:23][C:24]1[CH:25]=[C:26]([CH:28]=[C:29]([O:33][CH3:34])[C:30]=1[O:31][CH3:32])[NH2:27].CC(C)([O-])C.[Na+].C1(P(C2C=CC=CC=2)C2C3OC4C(=CC=CC=4P(C4C=CC=CC=4)C4C=CC=CC=4)C(C)(C)C=3C=CC=2)C=CC=CC=1, predict the reaction product. The product is: [CH3:34][O:33][C:29]1[CH:28]=[C:26]([NH:27][C:2]2[C:7]([NH:8][C:9](=[O:11])[CH3:10])=[N:6][CH:5]=[C:4]([C:12]3[CH:17]=[CH:16][CH:15]=[C:14]([NH:18][C:19](=[O:21])[CH3:20])[CH:13]=3)[N:3]=2)[CH:25]=[C:24]([O:23][CH3:22])[C:30]=1[O:31][CH3:32]. (2) Given the reactants [C:1]1([N:7]2[CH:11]=[C:10]([C:12]#[N:13])[N:9]=[CH:8]2)[CH:6]=[CH:5][CH:4]=[CH:3][CH:2]=1.[F:14][C:15]([F:22])([F:21])[S:16]([O:19]C)(=[O:18])=[O:17], predict the reaction product. The product is: [F:14][C:15]([F:22])([F:21])[S:16]([O-:19])(=[O:18])=[O:17].[C:12]([C:10]1[N+:9]([CH3:15])=[CH:8][N:7]([C:1]2[CH:2]=[CH:3][CH:4]=[CH:5][CH:6]=2)[CH:11]=1)#[N:13].